This data is from Reaction yield outcomes from USPTO patents with 853,638 reactions. The task is: Predict the reaction yield, written as a fraction of the theoretical maximum amount of product (1.0 means a 100% yield; for example, 0.34 means a 34% yield). (1) The reactants are [CH3:1][O:2][C:3]([CH:5]1[CH2:10][CH2:9][CH2:8][N:7]([C:11]([O:13][C:14]([CH3:17])([CH3:16])[CH3:15])=[O:12])[CH2:6]1)=[O:4].[CH3:18][Si](C)(C)N[Si](C)(C)C.[Na].IC. The catalyst is C1COCC1. The product is [CH3:1][O:2][C:3]([C:5]1([CH3:18])[CH2:10][CH2:9][CH2:8][N:7]([C:11]([O:13][C:14]([CH3:17])([CH3:16])[CH3:15])=[O:12])[CH2:6]1)=[O:4]. The yield is 0.958. (2) The reactants are C[N:2](C)[CH:3]=[CH:4][C:5]([C:7]1[C:12](=[O:13])[CH:11]=[CH:10][N:9]([C:14]2[CH:19]=[CH:18][CH:17]=[CH:16][C:15]=2[N:20]2[CH2:25][CH2:24][O:23][CH2:22][CH2:21]2)[N:8]=1)=O.[C:27]1([NH:33]N)[CH:32]=[CH:31][CH:30]=[CH:29][CH:28]=1. The catalyst is CO. The product is [N:20]1([C:15]2[CH:16]=[CH:17][CH:18]=[CH:19][C:14]=2[N:9]2[CH:10]=[CH:11][C:12](=[O:13])[C:7]([C:5]3[N:33]([C:27]4[CH:32]=[CH:31][CH:30]=[CH:29][CH:28]=4)[N:2]=[CH:3][CH:4]=3)=[N:8]2)[CH2:21][CH2:22][O:23][CH2:24][CH2:25]1. The yield is 0.0500. (3) The product is [N:31]1([CH2:37][CH2:38][NH:39][C:40]2[CH:45]=[CH:44][C:43]([NH:46][CH:2]=[C:3]3[C:11]4[C:6](=[CH:7][C:8]([C:12]([C:14]5[CH:15]=[C:16]([NH:20][C:21]([C:23]6[N:24]([CH3:29])[N:25]=[C:26]([CH3:28])[CH:27]=6)=[O:22])[CH:17]=[CH:18][CH:19]=5)=[O:13])=[CH:9][CH:10]=4)[NH:5][C:4]3=[O:30])=[CH:42][CH:41]=2)[CH2:36][CH2:35][O:34][CH2:33][CH2:32]1. The reactants are O[CH:2]=[C:3]1[C:11]2[C:6](=[CH:7][C:8]([C:12]([C:14]3[CH:15]=[C:16]([NH:20][C:21]([C:23]4[N:24]([CH3:29])[N:25]=[C:26]([CH3:28])[CH:27]=4)=[O:22])[CH:17]=[CH:18][CH:19]=3)=[O:13])=[CH:9][CH:10]=2)[NH:5][C:4]1=[O:30].[N:31]1([CH2:37][CH2:38][NH:39][C:40]2[CH:45]=[CH:44][C:43]([NH2:46])=[CH:42][CH:41]=2)[CH2:36][CH2:35][O:34][CH2:33][CH2:32]1. The catalyst is C1COCC1. The yield is 0.450. (4) The reactants are [NH2:1][C:2]1[CH:6]=[CH:5][S:4][C:3]=1C(OC)=O.[OH-].[Na+].Cl.[C:14]([OH:19])(=[O:18])[C:15]([OH:17])=[O:16]. The catalyst is CCOCC. The product is [C:14]([OH:19])(=[O:18])[C:15]([OH:17])=[O:16].[NH2:1][C:2]1[CH:6]=[CH:5][S:4][CH:3]=1. The yield is 0.700.